Dataset: Experimentally validated miRNA-target interactions with 360,000+ pairs, plus equal number of negative samples. Task: Binary Classification. Given a miRNA mature sequence and a target amino acid sequence, predict their likelihood of interaction. (1) The miRNA is hsa-miR-433-5p with sequence UACGGUGAGCCUGUCAUUAUUC. The protein sequence of the target gene is MHTTQKDTTYTKIFVGGLPYHTTDASLRKYFEVFGDIEEAVVITDRQTGKSRGYGFVTMADRAAAERACKDPNPIIDGRKANVNLAYLGAKPRIMQPGFAFGVQQLHPALIQRPFGIPAHYVYPQAFVQPGVVIPHVQPTAAAASTTPYIDYTGAAYAQYSAAAAAAAAAAAYDQYPYAASPAAAGYVTTGGYSYAVQQPITAAAPGTAAAAAAAAAAAAAFGQYQPQQLQTDRMQ. Result: 0 (no interaction). (2) The miRNA is rno-miR-93-5p with sequence CAAAGUGCUGUUCGUGCAGGUAG. The protein sequence of the target gene is MDPEAVELEKRHVHSVYENTAPYFTDLQSKAWPRVRQFLQDQKPGSLVADIGCGTGKYLKVNSQVHTLGCDYCGPLVEIARNRGCEVMVCDNLNLPFRDQGFDAIISIGVIHHFSTKERRIRAIKEMARVLAPGGQLMIYVWAMEQKNRRFEKQDVLVPWNRALCSRLLSESHQSWGHHCEHPRSRGFQGPGSVCGCAVCFKGRCDSKRSHSMDYGSAVARTCCEAISKEGERENGLYSNFGKSFRSWFFSRSLDESTLRKQIERVRPMKIPEAWANSTVSQQPSRHPSLDLHAPEPFST.... Result: 0 (no interaction).